The task is: Predict which catalyst facilitates the given reaction.. This data is from Catalyst prediction with 721,799 reactions and 888 catalyst types from USPTO. (1) The catalyst class is: 1. Reactant: C[O:2][C:3](=[O:25])[C:4]1[CH:9]=[C:8]([O:10][C:11]2[CH:16]=[CH:15][C:14]([S:17]([CH3:20])(=[O:19])=[O:18])=[CH:13][CH:12]=2)[CH:7]=[C:6]([O:21][CH:22]([CH3:24])[CH3:23])[CH:5]=1.CCO.O.[OH-].[Na+]. Product: [CH:22]([O:21][C:6]1[CH:5]=[C:4]([CH:9]=[C:8]([O:10][C:11]2[CH:16]=[CH:15][C:14]([S:17]([CH3:20])(=[O:19])=[O:18])=[CH:13][CH:12]=2)[CH:7]=1)[C:3]([OH:25])=[O:2])([CH3:24])[CH3:23]. (2) Reactant: [O:1]1[CH:5]=[CH:4][CH:3]=[C:2]1[C:6]1[NH:10][C:9]2[C:11]([OH:18])=[CH:12][CH:13]=[C:14]([C:15]([OH:17])=O)[C:8]=2[N:7]=1.CN(C(ON1N=N[C:29]2[CH:30]=[CH:31][CH:32]=[N:33][C:28]1=2)=[N+](C)C)C.F[P-](F)(F)(F)(F)F.[CH3:43]CN(C(C)C)C(C)C. Product: [O:1]1[CH:5]=[CH:4][CH:3]=[C:2]1[C:6]1[NH:10][C:9]2[C:11]([OH:18])=[CH:12][CH:13]=[C:14]([C:15]([NH:33][C:28]3[CH:29]=[CH:30][CH:31]=[CH:32][CH:43]=3)=[O:17])[C:8]=2[N:7]=1. The catalyst class is: 3. (3) Reactant: [OH:1][CH2:2][C@@H:3]1[O:7][C:6](=[O:8])[N:5]([C:9]2[CH:10]=[CH:11][C:12]3[C:18](=[O:19])[CH2:17][CH2:16][S:15][CH2:14][C:13]=3[CH:20]=2)[CH2:4]1.C(N(CC)CC)C.[CH3:28][S:29](Cl)(=[O:31])=[O:30]. Product: [O:8]=[C:6]1[N:5]([C:9]2[CH:10]=[CH:11][C:12]3[C:18](=[O:19])[CH2:17][CH2:16][S:15][CH2:14][C:13]=3[CH:20]=2)[CH2:4][C@H:3]([CH2:2][O:1][S:29]([CH3:28])(=[O:31])=[O:30])[O:7]1. The catalyst class is: 4. (4) Reactant: Cl.[NH2:2][C@H:3]([CH2:12][OH:13])[CH2:4][C:5]1[CH:10]=[CH:9][C:8]([OH:11])=[CH:7][CH:6]=1.[C:22](O[C:22]([O:24][C:25]([CH3:28])([CH3:27])[CH3:26])=[O:23])([O:24][C:25]([CH3:28])([CH3:27])[CH3:26])=[O:23].C(N(CC)CC)C.C(=O)(O)[O-].[Na+].Br[CH2:42][C:43]#[C:44][CH3:45].C(=O)([O-])[O-].[K+].[K+]. Product: [CH2:42]([O:11][C:8]1[CH:9]=[CH:10][C:5]([CH2:4][C@H:3]([NH:2][C:22](=[O:23])[O:24][C:25]([CH3:26])([CH3:27])[CH3:28])[CH2:12][OH:13])=[CH:6][CH:7]=1)[C:43]#[C:44][CH3:45]. The catalyst class is: 430. (5) The catalyst class is: 2. Reactant: [C:1]([O:5][C:6]([N:8]1[C@H:17]([C:18](O)=[O:19])[CH2:16][C:15]2[C:10](=[CH:11][C:12]([N+:21]([O-:23])=[O:22])=[CH:13][CH:14]=2)[CH2:9]1)=[O:7])([CH3:4])([CH3:3])[CH3:2].C1C=CC2N(O)N=NC=2C=1.[CH:34]1([O:39][C:40](=[O:47])[C@H:41]([CH2:43][CH:44]([CH3:46])[CH3:45])[NH2:42])[CH2:38][CH2:37][CH2:36][CH2:35]1.C(N(CC)CC)C.CCN=C=NCCCN(C)C.Cl.Cl. Product: [C:1]([O:5][C:6]([N:8]1[C@H:17]([C:18](=[O:19])[NH:42][C@H:41]([C:40]([O:39][CH:34]2[CH2:35][CH2:36][CH2:37][CH2:38]2)=[O:47])[CH2:43][CH:44]([CH3:46])[CH3:45])[CH2:16][C:15]2[C:10](=[CH:11][C:12]([N+:21]([O-:23])=[O:22])=[CH:13][CH:14]=2)[CH2:9]1)=[O:7])([CH3:2])([CH3:3])[CH3:4]. (6) Reactant: [C:1]([O:5][C:6]([N:8]([CH2:21][CH:22]1[CH2:27][CH2:26][N:25]([C:28](=[O:36])[CH2:29][CH2:30][C:31]([O:33]CC)=[O:32])[CH2:24][CH:23]1[C:37]1[CH:42]=[CH:41][CH:40]=[C:39]([F:43])[CH:38]=1)[C@@H:9]([C:11]1[C:20]2[C:15](=[CH:16][CH:17]=[CH:18][CH:19]=2)[CH:14]=[CH:13][CH:12]=1)[CH3:10])=[O:7])([CH3:4])([CH3:3])[CH3:2].[OH-].[Na+].Cl. Product: [C:1]([O:5][C:6]([N:8]([CH2:21][CH:22]1[CH2:27][CH2:26][N:25]([C:28](=[O:36])[CH2:29][CH2:30][C:31]([OH:33])=[O:32])[CH2:24][CH:23]1[C:37]1[CH:42]=[CH:41][CH:40]=[C:39]([F:43])[CH:38]=1)[C@@H:9]([C:11]1[C:20]2[C:15](=[CH:16][CH:17]=[CH:18][CH:19]=2)[CH:14]=[CH:13][CH:12]=1)[CH3:10])=[O:7])([CH3:2])([CH3:3])[CH3:4]. The catalyst class is: 8. (7) Reactant: [NH2:1][C:2]1[CH:12]=[CH:11][C:5]([C:6]([O:8][CH2:9][CH3:10])=[O:7])=[CH:4][CH:3]=1.[I:13][C:14]1[C:15]([OH:24])=[C:16]([CH:20]=[C:21]([I:23])[CH:22]=1)[C:17](O)=[O:18].CN(C(ON1N=NC2C=CC=CC1=2)=[N+](C)C)C.[B-](F)(F)(F)F.CCN(C(C)C)C(C)C.C(=O)([O-])[O-].[Na+].[Na+]. Product: [I:13][C:14]1[C:15]([OH:24])=[C:16]([CH:20]=[C:21]([I:23])[CH:22]=1)[C:17]([NH:1][C:2]1[CH:3]=[CH:4][C:5]([C:6]([O:8][CH2:9][CH3:10])=[O:7])=[CH:11][CH:12]=1)=[O:18]. The catalyst class is: 3. (8) The catalyst class is: 24. Product: [CH2:1]([O:8][C:9]([N:11]1[CH2:12][CH:13]2[CH2:18][S:17](=[O:20])[CH2:16][CH:14]2[CH2:15]1)=[O:10])[C:2]1[CH:3]=[CH:4][CH:5]=[CH:6][CH:7]=1. Reactant: [CH2:1]([O:8][C:9]([N:11]1[CH2:15][CH:14]2[CH2:16][S:17][CH2:18][CH:13]2[CH2:12]1)=[O:10])[C:2]1[CH:7]=[CH:6][CH:5]=[CH:4][CH:3]=1.I([O-])(=O)(=O)=[O:20].[Na+]. (9) Reactant: [Cl:1][C:2]1[C:3]([C:10]([OH:12])=O)=[N:4][C:5]([S:8][CH3:9])=[N:6][CH:7]=1.S(Cl)([Cl:15])=O. Product: [Cl:1][C:2]1[C:3]([C:10]([Cl:15])=[O:12])=[N:4][C:5]([S:8][CH3:9])=[N:6][CH:7]=1. The catalyst class is: 454. (10) Reactant: [F:1][CH2:2][C:3]1[CH:4]=[C:5]([C:13](OC)=[O:14])[CH:6]=[C:7]([CH:12]=1)[C:8]([O:10][CH3:11])=[O:9].[BH4-].[Na+].CO. Product: [F:1][CH2:2][C:3]1[CH:12]=[C:7]([CH:6]=[C:5]([CH2:13][OH:14])[CH:4]=1)[C:8]([O:10][CH3:11])=[O:9]. The catalyst class is: 1.